From a dataset of Reaction yield outcomes from USPTO patents with 853,638 reactions. Predict the reaction yield, written as a fraction of the theoretical maximum amount of product (1.0 means a 100% yield; for example, 0.34 means a 34% yield). (1) The yield is 0.830. The reactants are O[Li].O.O.C([O:9][C:10]([C:12]1([CH2:17][CH2:18][CH2:19][CH2:20][CH2:21][C:22](=[O:40])[CH2:23][CH2:24][CH2:25][CH2:26][CH2:27][C:28]2([C:33]([O:35]CCCC)=[O:34])[CH2:32][CH2:31][CH2:30][CH2:29]2)[CH2:16][CH2:15][CH2:14][CH2:13]1)=[O:11])CCC. The catalyst is CCO. The product is [C:33]([C:28]1([CH2:27][CH2:26][CH2:25][CH2:24][CH2:23][C:22](=[O:40])[CH2:21][CH2:20][CH2:19][CH2:18][CH2:17][C:12]2([C:10]([OH:11])=[O:9])[CH2:16][CH2:15][CH2:14][CH2:13]2)[CH2:29][CH2:30][CH2:31][CH2:32]1)([OH:35])=[O:34]. (2) The reactants are Cl[C:2]1[C:11]([N:12]([CH3:16])[CH:13]([CH3:15])[CH3:14])=[N:10][C:9]2[C:4](=[CH:5][CH:6]=[C:7]([C:17]([O:19][CH3:20])=[O:18])[CH:8]=2)[N:3]=1.[CH3:21][C:22]1[NH:23][C:24]2[C:29]([CH:30]=1)=[CH:28][CH:27]=[C:26](B1OC(C)(C)C(C)(C)O1)[CH:25]=2.C([O-])([O-])=O.[K+].[K+]. The catalyst is COCCOC.O.C1C=CC([P]([Pd]([P](C2C=CC=CC=2)(C2C=CC=CC=2)C2C=CC=CC=2)([P](C2C=CC=CC=2)(C2C=CC=CC=2)C2C=CC=CC=2)[P](C2C=CC=CC=2)(C2C=CC=CC=2)C2C=CC=CC=2)(C2C=CC=CC=2)C2C=CC=CC=2)=CC=1. The product is [CH3:16][N:12]([CH:13]([CH3:15])[CH3:14])[C:11]1[C:2]([C:27]2[CH:28]=[C:29]3[C:24](=[CH:25][CH:26]=2)[NH:23][C:22]([CH3:21])=[CH:30]3)=[N:3][C:4]2[C:9]([N:10]=1)=[CH:8][C:7]([C:17]([O:19][CH3:20])=[O:18])=[CH:6][CH:5]=2. The yield is 0.680. (3) The reactants are [CH3:1][C:2]1([CH3:10])[C:4]([CH3:6])([CH3:5])[CH:3]1[C:7]([OH:9])=O.[S:11]1[C:15]2[CH:16]=[CH:17][CH:18]=[CH:19][C:14]=2[N:13]=[C:12]1[NH2:20]. No catalyst specified. The product is [S:11]1[C:15]2[CH:16]=[CH:17][CH:18]=[CH:19][C:14]=2[N:13]=[C:12]1[NH:20][C:7]([CH:3]1[C:4]([CH3:5])([CH3:6])[C:2]1([CH3:1])[CH3:10])=[O:9]. The yield is 0.270. (4) The reactants are [OH:1][C:2]1[CH:3]=[C:4]([CH:10]=[CH:11][CH:12]=1)[C:5]([O:7][CH2:8][CH3:9])=[O:6].BrC[CH2:15][CH:16]1[O:20][CH2:19][CH2:18][O:17]1.C(=O)([O-])[O-].[K+].[K+].[I-].[Na+]. The catalyst is CN(C=O)C. The product is [CH2:8]([O:7][C:5](=[O:6])[C:4]1[CH:10]=[CH:11][CH:12]=[C:2]([O:1][CH2:15][CH:16]2[O:20][CH2:19][CH2:18][O:17]2)[CH:3]=1)[CH3:9]. The yield is 0.920. (5) The reactants are [N:1]([C@@H:4]1[CH2:8][N:7]([C:9]([O:11][C:12]([CH3:15])([CH3:14])[CH3:13])=[O:10])[C@H:6]([CH2:16][CH2:17][C:18]([O:20][CH2:21][CH3:22])=[O:19])[CH2:5]1)=[N+]=[N-]. The catalyst is C(O)C.[Pd]. The product is [NH2:1][C@@H:4]1[CH2:8][N:7]([C:9]([O:11][C:12]([CH3:13])([CH3:14])[CH3:15])=[O:10])[C@H:6]([CH2:16][CH2:17][C:18]([O:20][CH2:21][CH3:22])=[O:19])[CH2:5]1. The yield is 0.970. (6) The product is [CH3:1][O:2][C:3]([C:5]1[C:9]([NH2:10])=[CH:8][NH:7][N:6]=1)=[O:4]. The reactants are [CH3:1][O:2][C:3]([C:5]1[C:9]([N+:10]([O-])=O)=[CH:8][NH:7][N:6]=1)=[O:4].N#N.[H][H]. The yield is 0.989. The catalyst is [Pd].C(O)C. (7) The reactants are [CH3:1][CH:2]([N:4]1[C:12](/[CH:13]=[CH:14]/[C@H:15]([OH:24])[CH2:16][C@H:17]([OH:23])[CH2:18][C:19]([O:21]C)=[O:20])=[C:11]([C:25]2[CH:30]=[CH:29][C:28]([F:31])=[CH:27][CH:26]=2)[C:10]2[C:5]1=[CH:6][CH:7]=[CH:8][CH:9]=2)[CH3:3].[OH-].[Na+:33].CC(OC)(C)C. The catalyst is O.CO. The product is [CH3:3][CH:2]([N:4]1[C:12](/[CH:13]=[CH:14]/[CH:15]([OH:24])[CH2:16][CH:17]([OH:23])[CH2:18][C:19]([O-:21])=[O:20])=[C:11]([C:25]2[CH:26]=[CH:27][C:28]([F:31])=[CH:29][CH:30]=2)[C:10]2[CH:9]=[CH:8][CH:7]=[CH:6][C:5]1=2)[CH3:1].[Na+:33]. The yield is 0.913.